From a dataset of Reaction yield outcomes from USPTO patents with 853,638 reactions. Predict the reaction yield, written as a fraction of the theoretical maximum amount of product (1.0 means a 100% yield; for example, 0.34 means a 34% yield). (1) The reactants are [C:1]([C:4]1[C:9]([C:10]2[CH:15]=[CH:14][CH:13]=[CH:12][CH:11]=2)=[N:8][N:7]([CH2:16][CH3:17])[C:6](=[O:18])[C:5]=1[N+:19]([O-])=O)(=[O:3])[CH3:2].C(OC(=O)[NH:28][CH2:29][C:30]1[CH:35]=[CH:34][C:33](N)=[CH:32][CH:31]=1)(C)(C)C.FC(F)(F)C(O)=O.ClCCl. The catalyst is C(O)C. The product is [C:1]([C:4]1[C:9]([C:10]2[CH:15]=[CH:14][CH:13]=[CH:12][CH:11]=2)=[N:8][N:7]([CH2:16][CH3:17])[C:6](=[O:18])[C:5]=1[NH:19][C:33]1[CH:34]=[CH:35][C:30]([CH2:29][NH2:28])=[CH:31][CH:32]=1)(=[O:3])[CH3:2]. The yield is 0.540. (2) The reactants are [CH3:1][N:2]([CH:4]=O)[CH3:3].CC(N(C)C)=O.[C:12]([CH2:20][C:21]([O:23][CH2:24][CH3:25])=[O:22])(=[O:19])[C:13]1[CH:18]=[CH:17][N:16]=[CH:15][CH:14]=1.O. The catalyst is C1(C)C=CC=CC=1.C1(C)C=CC(S([O-])(=O)=O)=CC=1.[NH+]1C=CC=CC=1. The product is [CH3:3][N:2]([CH3:1])/[CH:4]=[C:20](/[C:12](=[O:19])[C:13]1[CH:14]=[CH:15][N:16]=[CH:17][CH:18]=1)\[C:21]([O:23][CH2:24][CH3:25])=[O:22]. The yield is 0.998. (3) The reactants are C(OC([N:8]1[CH2:12][CH2:11][CH2:10][CH:9]1[C:13](=[O:35])[NH:14][C:15]1[CH:20]=[CH:19][C:18]([C:21]2[CH:26]=[CH:25][CH:24]=[CH:23][C:22]=2[S:27](=[O:34])(=[O:33])[NH:28][C:29]([CH3:32])([CH3:31])[CH3:30])=[CH:17][N:16]=1)=O)(C)(C)C.FC(F)(F)C(O)=O. The catalyst is C(Cl)Cl.C(Cl)(Cl)Cl. The product is [C:29]([NH:28][S:27]([C:22]1[CH:23]=[CH:24][CH:25]=[CH:26][C:21]=1[C:18]1[CH:19]=[CH:20][C:15]([NH:14][C:13]([CH:9]2[CH2:10][CH2:11][CH2:12][NH:8]2)=[O:35])=[N:16][CH:17]=1)(=[O:34])=[O:33])([CH3:32])([CH3:30])[CH3:31]. The yield is 1.00. (4) The reactants are Cl.CC(OC(=O)N[C:9]1[CH:10]=[N:11][N:12]([C:15]2[CH:20]=[CH:19][CH:18]=[C:17]([F:21])[CH:16]=2)[C:13]=1[I:14])(C)C. The catalyst is O1CCOCC1. The product is [I:14][C:13]1[N:12]([C:15]2[CH:20]=[CH:19][CH:18]=[C:17]([F:21])[CH:16]=2)[N:11]=[CH:10][CH:9]=1. The yield is 0.800. (5) The reactants are [CH2:1]([C@H:8]1[CH2:12][O:11][C:10](=[O:13])[NH:9]1)[C:2]1[CH:7]=[CH:6][CH:5]=[CH:4][CH:3]=1.C([Li])CCC.[O:19]1[CH2:24][CH2:23][CH2:22][CH2:21][CH:20]1[C:25](Cl)=[O:26].[NH4+].[Cl-]. The catalyst is C1COCC1. The product is [CH2:1]([C@H:8]1[CH2:12][O:11][C:10](=[O:13])[N:9]1[C:25]([C@@H:20]1[CH2:21][CH2:22][CH2:23][CH2:24][O:19]1)=[O:26])[C:2]1[CH:3]=[CH:4][CH:5]=[CH:6][CH:7]=1.[CH2:1]([C@H:8]1[CH2:12][O:11][C:10](=[O:13])[N:9]1[C:25]([C@H:20]1[CH2:21][CH2:22][CH2:23][CH2:24][O:19]1)=[O:26])[C:2]1[CH:3]=[CH:4][CH:5]=[CH:6][CH:7]=1. The yield is 0.220.